From a dataset of Merck oncology drug combination screen with 23,052 pairs across 39 cell lines. Regression. Given two drug SMILES strings and cell line genomic features, predict the synergy score measuring deviation from expected non-interaction effect. (1) Drug 1: CCN(CC)CCNC(=O)c1c(C)[nH]c(C=C2C(=O)Nc3ccc(F)cc32)c1C. Drug 2: CNC(=O)c1cc(Oc2ccc(NC(=O)Nc3ccc(Cl)c(C(F)(F)F)c3)cc2)ccn1. Cell line: T47D. Synergy scores: synergy=6.15. (2) Drug 1: CN(C)C(=N)N=C(N)N. Drug 2: CS(=O)(=O)CCNCc1ccc(-c2ccc3ncnc(Nc4ccc(OCc5cccc(F)c5)c(Cl)c4)c3c2)o1. Cell line: RKO. Synergy scores: synergy=-3.26. (3) Drug 2: CC1CC2C3CCC4=CC(=O)C=CC4(C)C3(F)C(O)CC2(C)C1(O)C(=O)CO. Cell line: VCAP. Synergy scores: synergy=-15.9. Drug 1: CN1C(=O)C=CC2(C)C3CCC4(C)C(NC(=O)OCC(F)(F)F)CCC4C3CCC12. (4) Drug 1: O=S1(=O)NC2(CN1CC(F)(F)F)C1CCC2Cc2cc(C=CCN3CCC(C(F)(F)F)CC3)ccc2C1. Drug 2: NC1CCCCC1N.O=C(O)C(=O)O.[Pt+2]. Cell line: SKOV3. Synergy scores: synergy=-3.40. (5) Drug 1: NC1(c2ccc(-c3nc4ccn5c(=O)[nH]nc5c4cc3-c3ccccc3)cc2)CCC1. Drug 2: CNC(=O)c1cc(Oc2ccc(NC(=O)Nc3ccc(Cl)c(C(F)(F)F)c3)cc2)ccn1. Cell line: NCIH520. Synergy scores: synergy=13.5. (6) Drug 1: CCC1=CC2CN(C1)Cc1c([nH]c3ccccc13)C(C(=O)OC)(c1cc3c(cc1OC)N(C)C1C(O)(C(=O)OC)C(OC(C)=O)C4(CC)C=CCN5CCC31C54)C2. Drug 2: COC1=C2CC(C)CC(OC)C(O)C(C)C=C(C)C(OC(N)=O)C(OC)C=CC=C(C)C(=O)NC(=CC1=O)C2=O. Cell line: T47D. Synergy scores: synergy=-37.6. (7) Drug 1: O=S1(=O)NC2(CN1CC(F)(F)F)C1CCC2Cc2cc(C=CCN3CCC(C(F)(F)F)CC3)ccc2C1. Drug 2: N#Cc1ccc(Cn2cncc2CN2CCN(c3cccc(Cl)c3)C(=O)C2)cc1. Cell line: UWB1289. Synergy scores: synergy=4.82. (8) Cell line: RPMI7951. Synergy scores: synergy=-3.53. Drug 1: CCC1(O)CC2CN(CCc3c([nH]c4ccccc34)C(C(=O)OC)(c3cc4c(cc3OC)N(C)C3C(O)(C(=O)OC)C(OC(C)=O)C5(CC)C=CCN6CCC43C65)C2)C1. Drug 2: O=C(O)C1(Cc2cccc(Nc3nccs3)n2)CCC(Oc2cccc(Cl)c2F)CC1. (9) Drug 1: CN1C(=O)C=CC2(C)C3CCC4(C)C(NC(=O)OCC(F)(F)F)CCC4C3CCC12. Drug 2: O=c1[nH]cc(F)c(=O)[nH]1. Cell line: A375. Synergy scores: synergy=2.08. (10) Drug 1: O=C(O)C1(Cc2cccc(Nc3nccs3)n2)CCC(Oc2cccc(Cl)c2F)CC1. Drug 2: C#Cc1cccc(Nc2ncnc3cc(OCCOC)c(OCCOC)cc23)c1. Cell line: NCIH520. Synergy scores: synergy=-2.53.